This data is from Catalyst prediction with 721,799 reactions and 888 catalyst types from USPTO. The task is: Predict which catalyst facilitates the given reaction. Reactant: [NH:1]1[C:5]2[CH:6]=[CH:7][CH:8]=[CH:9][C:4]=2[N:3]=[C:2]1[C:10]1[C:11]([NH:15][CH2:16][CH2:17][CH2:18][OH:19])=[N:12][O:13][N:14]=1.C(=O)([O-])[O-].[K+].[K+].[Cl:26][C:27]1[CH:36]=[CH:35][C:30]([C:31](=[O:34])[CH2:32]Br)=[CH:29][CH:28]=1. Product: [Cl:26][C:27]1[CH:36]=[CH:35][C:30]([C:31](=[O:34])[CH2:32][N:3]2[C:4]3[CH:9]=[CH:8][CH:7]=[CH:6][C:5]=3[N:1]=[C:2]2[C:10]2[C:11]([NH:15][CH2:16][CH2:17][CH2:18][OH:19])=[N:12][O:13][N:14]=2)=[CH:29][CH:28]=1. The catalyst class is: 39.